The task is: Predict the product of the given reaction.. This data is from Forward reaction prediction with 1.9M reactions from USPTO patents (1976-2016). (1) Given the reactants Cl.[CH2:2]([O:9][CH2:10][CH2:11][O:12][C:13]1[CH:14]=[C:15]([C@H:19]([OH:36])[CH2:20][N:21]([CH2:29][C:30]2[CH:35]=[CH:34][CH:33]=[CH:32][CH:31]=2)[CH2:22][C:23]2[CH:28]=[CH:27][CH:26]=[CH:25][CH:24]=2)[CH:16]=[CH:17][CH:18]=1)[C:3]1[CH:8]=[CH:7][CH:6]=[CH:5][CH:4]=1.[Li]CCCC.[B:42](OC)(OC)[O:43]C, predict the reaction product. The product is: [CH2:2]([O:9][CH2:10][CH2:11][O:12][C:13]1[C:14]2[B:42]([OH:43])[O:36][C@H:19]([CH2:20][N:21]([CH2:29][C:30]3[CH:31]=[CH:32][CH:33]=[CH:34][CH:35]=3)[CH2:22][C:23]3[CH:28]=[CH:27][CH:26]=[CH:25][CH:24]=3)[C:15]=2[CH:16]=[CH:17][CH:18]=1)[C:3]1[CH:8]=[CH:7][CH:6]=[CH:5][CH:4]=1. (2) Given the reactants [CH3:1][C:2]1[NH:3][C:4]2[C:9]([CH:10]=1)=[CH:8][C:7]([NH2:11])=[CH:6][CH:5]=2.Cl[C:13]1[CH:18]=[CH:17][N:16]=[C:15]2[CH:19]=[C:20]([C:22]3[S:23][CH:24]=[C:25]([CH3:27])[N:26]=3)[S:21][C:14]=12, predict the reaction product. The product is: [CH3:1][C:2]1[NH:3][C:4]2[C:9]([CH:10]=1)=[CH:8][C:7]([NH:11][C:13]1[CH:18]=[CH:17][N:16]=[C:15]3[CH:19]=[C:20]([C:22]4[S:23][CH:24]=[C:25]([CH3:27])[N:26]=4)[S:21][C:14]=13)=[CH:6][CH:5]=2.